The task is: Predict which catalyst facilitates the given reaction.. This data is from Catalyst prediction with 721,799 reactions and 888 catalyst types from USPTO. (1) The catalyst class is: 67. Reactant: [C:1]([C:3]1[C:11]2[C:6](=[CH:7][CH:8]=[C:9]([C:12]3[CH:24]=[CH:23][C:15]4[N:16]=[C:17]([NH:19][C:20](=[O:22])[CH3:21])[S:18][C:14]=4[CH:13]=3)[CH:10]=2)[NH:5][CH:4]=1)#[N:2].[OH:25]S(O)(=O)=O. Product: [C:20]([NH:19][C:17]1[S:18][C:14]2[CH:13]=[C:12]([C:9]3[CH:10]=[C:11]4[C:6](=[CH:7][CH:8]=3)[NH:5][CH:4]=[C:3]4[C:1]([NH2:2])=[O:25])[CH:24]=[CH:23][C:15]=2[N:16]=1)(=[O:22])[CH3:21]. (2) Reactant: [CH3:1][O:2][C:3]1[C:8]2[O:9][CH2:10][O:11][C:7]=2[CH:6]=[C:5]([CH:12]=[O:13])[CH:4]=1.[CH3:14][Mg]Cl. Product: [CH3:1][O:2][C:3]1[C:8]2[O:9][CH2:10][O:11][C:7]=2[CH:6]=[C:5]([CH:12]([OH:13])[CH3:14])[CH:4]=1. The catalyst class is: 1. (3) Reactant: C(OC([N:8]1[CH2:13][CH2:12][C@@H:11]([O:14][CH3:15])[C@H:10]([N:16]=[N+:17]=[N-:18])[CH2:9]1)=O)(C)(C)C.FC(F)(F)C(O)=O. Product: [NH3:8].[N:16]([C@H:10]1[C@H:11]([O:14][CH3:15])[CH2:12][CH2:13][NH:8][CH2:9]1)=[N+:17]=[N-:18]. The catalyst class is: 4. (4) The catalyst class is: 1. Reactant: [OH:1][C:2]1[CH:3]=[N:4][CH:5]=[CH:6][C:7]=1[CH2:8][CH2:9][CH2:10][OH:11].[O:12]1[CH:17]=[CH:16][CH2:15][CH2:14][CH2:13]1.C(=O)([O-])O.[Na+]. Product: [OH:1][C:2]1[CH:3]=[N:4][CH:5]=[CH:6][C:7]=1[CH2:8][CH2:9][CH2:10][O:11][CH:13]1[CH2:14][CH2:15][CH2:16][CH2:17][O:12]1. (5) The catalyst class is: 2. Product: [NH2:51][CH2:45][C@@H:43]([OH:44])[CH2:42][O:41][C:2]([CH3:1])([CH3:40])[CH2:3][N:4]1[CH:8]=[CH:7][C:6]([NH:9][C:10]([CH:12]2[CH:16]([C:17]3[CH:22]=[CH:21][CH:20]=[C:19]([Cl:23])[C:18]=3[F:24])[C:15]([C:27]3[CH:32]=[CH:31][C:30]([Cl:33])=[CH:29][C:28]=3[F:34])([C:25]#[N:26])[CH:14]([CH2:35][C:36]([CH3:38])([CH3:39])[CH3:37])[NH:13]2)=[O:11])=[N:5]1. Reactant: [CH3:1][C:2]([O:41][CH2:42][C@H:43]1[CH2:45][O:44]1)([CH3:40])[CH2:3][N:4]1[CH:8]=[CH:7][C:6]([NH:9][C:10]([CH:12]2[CH:16]([C:17]3[CH:22]=[CH:21][CH:20]=[C:19]([Cl:23])[C:18]=3[F:24])[C:15]([C:27]3[CH:32]=[CH:31][C:30]([Cl:33])=[CH:29][C:28]=3[F:34])([C:25]#[N:26])[CH:14]([CH2:35][C:36]([CH3:39])([CH3:38])[CH3:37])[NH:13]2)=[O:11])=[N:5]1.C(O)(C)C.[OH-].[NH4+:51].